Dataset: Reaction yield outcomes from USPTO patents with 853,638 reactions. Task: Predict the reaction yield, written as a fraction of the theoretical maximum amount of product (1.0 means a 100% yield; for example, 0.34 means a 34% yield). (1) The reactants are Br[C:2]1[CH:7]=[CH:6][CH:5]=[C:4]([Br:8])[CH:3]=1.[CH3:9][N:10]1[CH2:15][CH2:14][NH:13][CH2:12][CH2:11]1.C1CCN2C(=NCCC2)CC1.CC(C)([O-])C.[Na+].N1CCNCC1. The catalyst is C1C=CC(/C=C/C(/C=C/C2C=CC=CC=2)=O)=CC=1.C1C=CC(/C=C/C(/C=C/C2C=CC=CC=2)=O)=CC=1.C1C=CC(/C=C/C(/C=C/C2C=CC=CC=2)=O)=CC=1.[Pd].[Pd].C1C=CC(P(C2C(C3C(P(C4C=CC=CC=4)C4C=CC=CC=4)=CC=C4C=3C=CC=C4)=C3C(C=CC=C3)=CC=2)C2C=CC=CC=2)=CC=1.C1(C)C=CC=CC=1. The product is [Br:8][C:4]1[CH:3]=[C:2]([N:13]2[CH2:14][CH2:15][N:10]([CH3:9])[CH2:11][CH2:12]2)[CH:7]=[CH:6][CH:5]=1. The yield is 0.780. (2) The reactants are [C:1]([C:3]1[CH:11]=[CH:10][CH:9]=[C:8]2[C:4]=1[CH:5]=[CH:6][NH:7]2)#[N:2].Cl.[NH2:13][OH:14].C([O-])([O-])=O.[Na+].[Na+]. The catalyst is O.CCO. The product is [OH:14][NH:13][C:1]([C:3]1[C:4]2[CH:5]=[CH:6][NH:7][C:8]=2[CH:9]=[CH:10][CH:11]=1)=[NH:2]. The yield is 0.940. (3) The reactants are S([O-])([O-])(=O)=O.C[S+](C)C.C[S+](C)C.[OH-].[Na+].[Cl:16][C:17]1[CH:18]=[C:19]([CH:22]=[CH:23][CH:24]=1)[CH:20]=[O:21].[CH2:25](Cl)Cl. The catalyst is [Br-].C([N+](CCCC)(CCCC)CCCC)CCC.[Cl-].[Na+].O.C(OCC)C. The product is [Cl:16][C:17]1[CH:18]=[C:19]([CH:22]=[CH:23][CH:24]=1)[CH:20]1[O:21][CH2:25]1. The yield is 0.920. (4) The reactants are [CH3:1][N:2]1[CH2:7][CH2:6][N:5]([C:8]2[CH:9]=[CH:10][C:11]([NH2:14])=[N:12][CH:13]=2)[CH2:4][CH2:3]1.Br[C:16]1[C:17](=[O:24])[N:18]([CH3:23])[N:19]=[C:20]([Cl:22])[CH:21]=1.C1(P(C2C=CC=CC=2)C2C3OC4C(=CC=CC=4P(C4C=CC=CC=4)C4C=CC=CC=4)C(C)(C)C=3C=CC=2)C=CC=CC=1. The catalyst is O1CCOCC1.ClCCl.O.C1C=CC(/C=C/C(/C=C/C2C=CC=CC=2)=O)=CC=1.C1C=CC(/C=C/C(/C=C/C2C=CC=CC=2)=O)=CC=1.C1C=CC(/C=C/C(/C=C/C2C=CC=CC=2)=O)=CC=1.[Pd].[Pd]. The product is [Cl:22][C:20]1[CH:21]=[C:16]([NH:14][C:11]2[CH:10]=[CH:9][C:8]([N:5]3[CH2:6][CH2:7][N:2]([CH3:1])[CH2:3][CH2:4]3)=[CH:13][N:12]=2)[C:17](=[O:24])[N:18]([CH3:23])[N:19]=1. The yield is 0.740. (5) The reactants are [C:1](OCC)(OCC)([O:3][CH2:4][CH3:5])[CH3:2].[C:12](#[N:16])[CH2:13][C:14]#[N:15].C(O)(=O)C. The catalyst is C(O)C. The product is [CH2:1]([O:3][C:4](=[C:13]([C:12]#[N:16])[C:14]#[N:15])[CH3:5])[CH3:2]. The yield is 0.940. (6) The yield is 0.566. The catalyst is C(Cl)Cl.O. The product is [OH:6][CH2:5][CH2:4][CH2:3][CH2:2][NH:1][C:12](=[O:13])[O:11][C:8]([CH3:10])([CH3:9])[CH3:7]. The reactants are [NH2:1][CH2:2][CH2:3][CH2:4][CH2:5][OH:6].[CH3:7][C:8]([O:11][C:12](O[C:12]([O:11][C:8]([CH3:10])([CH3:9])[CH3:7])=[O:13])=[O:13])([CH3:10])[CH3:9]. (7) The reactants are [F:1][C:2]1[CH:3]=[C:4]([N+:10]([O-:12])=[O:11])[CH:5]=[C:6]([F:9])[C:7]=1F.[F:13][C:14]1[CH:19]=[CH:18][C:17]([OH:20])=[CH:16][CH:15]=1. The catalyst is CN(C=O)C. The product is [F:13][C:14]1[CH:19]=[CH:18][C:17]([O:20][C:7]2[C:6]([F:9])=[CH:5][C:4]([N+:10]([O-:12])=[O:11])=[CH:3][C:2]=2[F:1])=[CH:16][CH:15]=1. The yield is 1.05.